From a dataset of Forward reaction prediction with 1.9M reactions from USPTO patents (1976-2016). Predict the product of the given reaction. (1) Given the reactants [Cl-].[CH2:2]([O:4][C:5]([CH2:7][C:8](=O)[CH2:9][CH:10]1[C:19]2[C:14](=[CH:15][C:16]([O:22][CH3:23])=[C:17]([O:20][CH3:21])[CH:18]=2)[CH2:13][CH2:12][NH2+:11]1)=[O:6])[CH3:3].C([O-])(=O)C.[Na+].C=O.C([O-])(=O)C.[NH4+:36].[CH3:37]O, predict the reaction product. The product is: [CH2:2]([O:4][C:5]([C:7]1[CH2:37][N:11]2[CH2:12][CH2:13][C:14]3[C:19]([CH:10]2[CH2:9][C:8]=1[NH2:36])=[CH:18][C:17]([O:20][CH3:21])=[C:16]([O:22][CH3:23])[CH:15]=3)=[O:6])[CH3:3]. (2) The product is: [N:1]1([CH2:4][C@:5]23[CH2:43][CH2:42][C@@H:41]([C:44]([CH3:46])=[CH2:45])[C@@H:6]2[C@@H:7]2[C@@:20]([CH3:23])([CH2:21][CH2:22]3)[C@@:19]3([CH3:24])[C@@H:10]([C@:11]4([CH3:40])[C@@H:16]([CH2:17][CH2:18]3)[C:15]([CH3:25])([CH3:26])[C:14]([C:27]3[CH:28]=[CH:29][C:30]([C:31]([OH:33])=[O:32])=[CH:38][CH:39]=3)=[CH:13][CH2:12]4)[CH2:9][CH2:8]2)[CH2:2][CH2:3]1. Given the reactants [N:1]1([CH2:4][C@:5]23[CH2:43][CH2:42][C@@H:41]([C:44]([CH3:46])=[CH2:45])[C@@H:6]2[C@@H:7]2[C@@:20]([CH3:23])([CH2:21][CH2:22]3)[C@@:19]3([CH3:24])[C@@H:10]([C@:11]4([CH3:40])[C@@H:16]([CH2:17][CH2:18]3)[C:15]([CH3:26])([CH3:25])[C:14]([C:27]3[CH:39]=[CH:38][C:30]([C:31]([O:33]C(C)(C)C)=[O:32])=[CH:29][CH:28]=3)=[CH:13][CH2:12]4)[CH2:9][CH2:8]2)[CH2:3][CH2:2]1.C(O)(C(F)(F)F)=O, predict the reaction product. (3) Given the reactants [Cl:1][C:2]1[C:3]([C:27]([F:30])([F:29])[F:28])=[N:4][N:5]([C:10]2[CH:15]=[CH:14][C:13]([NH:16][C:17](=[O:25])[CH2:18][C:19]3[CH:24]=[CH:23][CH:22]=[CH:21][N:20]=3)=[CH:12][C:11]=2[F:26])[C:6]=1[CH:7]1[CH2:9][CH2:8]1.N1C=CC=CC=1CC(O)=O.Cl, predict the reaction product. The product is: [ClH:1].[Cl:1][C:2]1[C:3]([C:27]([F:30])([F:29])[F:28])=[N:4][N:5]([C:10]2[CH:15]=[CH:14][C:13]([NH:16][C:17](=[O:25])[CH2:18][C:19]3[CH:24]=[CH:23][CH:22]=[CH:21][N:20]=3)=[CH:12][C:11]=2[F:26])[C:6]=1[CH:7]1[CH2:9][CH2:8]1.